From a dataset of Forward reaction prediction with 1.9M reactions from USPTO patents (1976-2016). Predict the product of the given reaction. (1) Given the reactants Cl.Cl.[NH2:3][CH2:4][CH2:5][N:6]1[C:14]2[C:13]([NH:15][C:16]3[CH:21]=[CH:20][C:19]([O:22][C:23]4[CH:28]=[CH:27][CH:26]=[C:25]([CH3:29])[CH:24]=4)=[C:18]([Cl:30])[CH:17]=3)=[N:12][CH:11]=[N:10][C:9]=2[CH:8]=[CH:7]1.[CH3:31][C:32]([S:37]([CH3:40])(=[O:39])=[O:38])([CH3:36])[C:33](O)=[O:34].Cl.C(N=C=NCCCN(C)C)C.ON1C2C=CC=CC=2N=N1, predict the reaction product. The product is: [Cl:30][C:18]1[CH:17]=[C:16]([NH:15][C:13]2[C:14]3[N:6]([CH2:5][CH2:4][NH:3][C:33](=[O:34])[C:32]([CH3:36])([S:37]([CH3:40])(=[O:39])=[O:38])[CH3:31])[CH:7]=[CH:8][C:9]=3[N:10]=[CH:11][N:12]=2)[CH:21]=[CH:20][C:19]=1[O:22][C:23]1[CH:28]=[CH:27][CH:26]=[C:25]([CH3:29])[CH:24]=1. (2) The product is: [N:1]([C@H:4]1[C:17]2[CH:16]=[CH:15][C:14]3[CH2:13][NH:12][CH2:11][CH2:10][C:9]=3[C:8]=2[CH2:7][CH2:6][CH2:5]1)=[N+:2]=[N-:3]. Given the reactants [N:1]([C@H:4]1[C:17]2[CH:16]=[CH:15][C:14]3[CH2:13][N:12](C(=O)C(F)(F)F)[CH2:11][CH2:10][C:9]=3[C:8]=2[CH2:7][CH2:6][CH2:5]1)=[N+:2]=[N-:3].[OH-].[Na+], predict the reaction product. (3) Given the reactants [CH3:1][O:2][C:3]1[CH:27]=[CH:26][C:6]([CH2:7][N:8]2[C:16]3[C:11](=[CH:12][C:13]([CH:17]=[C:18]4[S:22][C:21](SC)=[N:20][C:19]4=[O:25])=[CH:14][CH:15]=3)[CH:10]=[N:9]2)=[C:5]([C:28]([F:31])([F:30])[F:29])[CH:4]=1.[NH:32]1[CH2:36][CH2:35][CH2:34][C@@H:33]1[C:37]([OH:39])=[O:38], predict the reaction product. The product is: [CH3:1][O:2][C:3]1[CH:27]=[CH:26][C:6]([CH2:7][N:8]2[C:16]3[C:11](=[CH:12][C:13]([CH:17]=[C:18]4[S:22][C:21]([N:32]5[CH2:36][CH2:35][CH2:34][C@@H:33]5[C:37]([OH:39])=[O:38])=[N:20][C:19]4=[O:25])=[CH:14][CH:15]=3)[CH:10]=[N:9]2)=[C:5]([C:28]([F:30])([F:29])[F:31])[CH:4]=1. (4) Given the reactants [CH3:1][C:2]1[CH:7]=[C:6]([CH2:8]O)[CH:5]=[C:4]([CH3:10])[C:3]=1[C:11]1[CH:16]=[CH:15][C:14]([C:17]([F:20])([F:19])[F:18])=[CH:13][CH:12]=1.P(Br)(Br)[Br:22], predict the reaction product. The product is: [Br:22][CH2:8][C:6]1[CH:7]=[C:2]([CH3:1])[C:3]([C:11]2[CH:16]=[CH:15][C:14]([C:17]([F:20])([F:19])[F:18])=[CH:13][CH:12]=2)=[C:4]([CH3:10])[CH:5]=1. (5) Given the reactants [Br:1][C:2]1[CH:3]=[C:4]([C:8]([NH:11][C:12]2[CH:17]=[CH:16][C:15]([I:18])=[CH:14][C:13]=2[F:19])=[CH:9][N:10]=1)[C:5]([OH:7])=O.[NH2:20][CH2:21][CH2:22][CH2:23][OH:24], predict the reaction product. The product is: [Br:1][C:2]1[CH:3]=[C:4]([C:8]([NH:11][C:12]2[CH:17]=[CH:16][C:15]([I:18])=[CH:14][C:13]=2[F:19])=[CH:9][N:10]=1)[C:5]([NH:20][CH2:21][CH2:22][CH2:23][OH:24])=[O:7]. (6) Given the reactants [C:1]([C:5]1[CH:10]=[CH:9][C:8]([N+:11]([O-:13])=[O:12])=[CH:7][C:6]=1[OH:14])([CH3:4])([CH3:3])[CH3:2].[C:15]([O-])([O-])=O.[K+].[K+].CI, predict the reaction product. The product is: [C:1]([C:5]1[CH:10]=[CH:9][C:8]([N+:11]([O-:13])=[O:12])=[CH:7][C:6]=1[O:14][CH3:15])([CH3:4])([CH3:2])[CH3:3]. (7) Given the reactants [CH2:1]([O:8][C:9]1[CH:14]=[CH:13][N:12]([C:15]2[CH:20]=[CH:19][C:18]3[C:21]4[CH2:22][N:23](C(OC(C)(C)C)=O)[CH2:24][CH2:25][CH2:26][C:27]=4[S:28][C:17]=3[CH:16]=2)[C:11](=[O:36])[CH:10]=1)[C:2]1[CH:7]=[CH:6][CH:5]=[CH:4][CH:3]=1.[ClH:37], predict the reaction product. The product is: [ClH:37].[CH2:1]([O:8][C:9]1[CH:14]=[CH:13][N:12]([C:15]2[CH:20]=[CH:19][C:18]3[C:21]4[CH2:22][NH:23][CH2:24][CH2:25][CH2:26][C:27]=4[S:28][C:17]=3[CH:16]=2)[C:11](=[O:36])[CH:10]=1)[C:2]1[CH:7]=[CH:6][CH:5]=[CH:4][CH:3]=1. (8) Given the reactants Cl.[CH3:2][O:3][C:4](=[O:24])[CH2:5][C@H:6]1[CH2:11][CH2:10][C@H:9]([C:12]2[CH:17]=[CH:16][C:15]([NH:18][C:19](=[O:23])[CH2:20][CH2:21][NH2:22])=[CH:14][CH:13]=2)[CH2:8][CH2:7]1.CCN=C=NCCCN(C)C.[F:36][C:37]1[CH:42]=[CH:41][CH:40]=[CH:39][C:38]=1[C:43]1[O:44][C:45]([C:51]([F:54])([F:53])[F:52])=[C:46]([C:48](O)=[O:49])[N:47]=1.C1C=CC2N(O)N=NC=2C=1.C(N(C(C)C)C(C)C)C, predict the reaction product. The product is: [CH3:2][O:3][C:4](=[O:24])[CH2:5][C@H:6]1[CH2:7][CH2:8][C@H:9]([C:12]2[CH:13]=[CH:14][C:15]([NH:18][C:19](=[O:23])[CH2:20][CH2:21][NH:22][C:48]([C:46]3[N:47]=[C:43]([C:38]4[CH:39]=[CH:40][CH:41]=[CH:42][C:37]=4[F:36])[O:44][C:45]=3[C:51]([F:54])([F:53])[F:52])=[O:49])=[CH:16][CH:17]=2)[CH2:10][CH2:11]1.